This data is from Reaction yield outcomes from USPTO patents with 853,638 reactions. The task is: Predict the reaction yield, written as a fraction of the theoretical maximum amount of product (1.0 means a 100% yield; for example, 0.34 means a 34% yield). (1) The reactants are [C:1]([CH2:4][CH2:5][CH2:6][C:7]1[CH:15]=[CH:14][CH:13]=[CH:12][C:8]=1[C:9]([OH:11])=[O:10])([OH:3])=O.CCN(C(C)C)C(C)C.CN(C(ON1N=NC2C=CC=NC1=2)=[N+](C)C)C.F[P-](F)(F)(F)(F)F.[CH2:49]([O:53][C:54](=[O:67])[C@H:55]([OH:66])[C@H:56]([NH2:65])[CH2:57][C:58]1[CH:63]=[CH:62][CH:61]=[CH:60][C:59]=1[Cl:64])[CH2:50][CH2:51][CH3:52]. The catalyst is C(Cl)Cl. The product is [CH2:49]([O:53][C:54]([C@H:55]([OH:66])[C@H:56]([NH:65][C:1]([CH2:4][CH2:5][CH2:6][C:7]1[CH:15]=[CH:14][CH:13]=[CH:12][C:8]=1[C:9]([OH:11])=[O:10])=[O:3])[CH2:57][C:58]1[CH:63]=[CH:62][CH:61]=[CH:60][C:59]=1[Cl:64])=[O:67])[CH2:50][CH2:51][CH3:52]. The yield is 0.990. (2) The reactants are Br[C:2]1[CH:12]=[CH:11][C:5]2[O:6][CH:7]([CH3:10])[CH2:8][NH:9][C:4]=2[CH:3]=1.[B:13]1([B:13]2[O:17][C:16]([CH3:19])([CH3:18])[C:15]([CH3:21])([CH3:20])[O:14]2)[O:17][C:16]([CH3:19])([CH3:18])[C:15]([CH3:21])([CH3:20])[O:14]1.CC([O-])=O.[K+].C(Cl)Cl. The catalyst is O1CCOCC1. The product is [CH3:10][CH:7]1[O:6][C:5]2[CH:11]=[CH:12][C:2]([B:13]3[O:17][C:16]([CH3:19])([CH3:18])[C:15]([CH3:21])([CH3:20])[O:14]3)=[CH:3][C:4]=2[NH:9][CH2:8]1. The yield is 0.520. (3) The reactants are OC1CCNCC1.BrC1SC(C=O)=CC=1.[OH:16][CH:17]1[CH2:22][CH2:21][N:20]([C:23]2[S:27][C:26]([CH:28]=O)=[CH:25][CH:24]=2)[CH2:19][CH2:18]1.[CH3:30][O:31][C:32]1[CH:33]=[C:34]([CH:38]=[CH:39][C:40]=1[O:41][CH3:42])[CH2:35][C:36]#[N:37]. No catalyst specified. The product is [CH3:30][O:31][C:32]1[CH:33]=[C:34](/[C:35](=[CH:28]/[C:26]2[S:27][C:23]([N:20]3[CH2:19][CH2:18][CH:17]([OH:16])[CH2:22][CH2:21]3)=[CH:24][CH:25]=2)/[C:36]#[N:37])[CH:38]=[CH:39][C:40]=1[O:41][CH3:42]. The yield is 0.500. (4) The reactants are Cl[S:2]([C:5]1[C:6]([F:19])=[CH:7][C:8]([O:16][CH2:17][CH3:18])=[C:9]([CH:15]=1)[C:10]([O:12][CH2:13][CH3:14])=[O:11])(=[O:4])=[O:3].[CH3:20][NH:21][CH3:22]. The catalyst is C(Cl)Cl. The product is [CH3:20][N:21]([CH3:22])[S:2]([C:5]1[C:6]([F:19])=[CH:7][C:8]([O:16][CH2:17][CH3:18])=[C:9]([CH:15]=1)[C:10]([O:12][CH2:13][CH3:14])=[O:11])(=[O:4])=[O:3]. The yield is 0.680. (5) The reactants are [F:1][C:2]([F:24])([F:23])[O:3][C:4]1[CH:9]=[CH:8][C:7]([N:10]2[CH:14]=[N:13][C:12]([C:15]3[CH:20]=[CH:19][C:18]([CH2:21][NH2:22])=[CH:17][CH:16]=3)=[N:11]2)=[CH:6][CH:5]=1.[CH:25]([C:28]1[CH:33]=[CH:32][CH:31]=[CH:30][C:29]=1[N:34]=[C:35]=[S:36])([CH3:27])[CH3:26]. The catalyst is O1CCCC1. The product is [CH:25]([C:28]1[CH:33]=[CH:32][CH:31]=[CH:30][C:29]=1[NH:34][C:35]([NH:22][CH2:21][C:18]1[CH:19]=[CH:20][C:15]([C:12]2[N:13]=[CH:14][N:10]([C:7]3[CH:6]=[CH:5][C:4]([O:3][C:2]([F:1])([F:23])[F:24])=[CH:9][CH:8]=3)[N:11]=2)=[CH:16][CH:17]=1)=[S:36])([CH3:27])[CH3:26]. The yield is 0.680. (6) The reactants are [Cl:1][C:2]1[CH:3]=[C:4]([NH:9][C:10]2[C:19]3[C:14](=[CH:15][C:16]([O:22][CH2:23][C:24]#[N:25])=[C:17]([O:20][CH3:21])[CH:18]=3)[N:13]=[CH:12][N:11]=2)[CH:5]=[CH:6][C:7]=1[Cl:8].[NH2:26][OH:27]. The catalyst is CCO. The product is [Cl:1][C:2]1[CH:3]=[C:4]([NH:9][C:10]2[C:19]3[C:14](=[CH:15][C:16]([O:22][CH2:23][C:24](=[NH:25])[NH:26][OH:27])=[C:17]([O:20][CH3:21])[CH:18]=3)[N:13]=[CH:12][N:11]=2)[CH:5]=[CH:6][C:7]=1[Cl:8]. The yield is 0.900. (7) The reactants are F[C:2]1[CH:3]=[C:4]([CH2:9][C:10]([C:12]2[CH:17]=[CH:16][CH:15]=[CH:14][CH:13]=2)=[O:11])[CH:5]=[CH:6][C:7]=1F.[Br:18]C1C=CC=C(Br)C=1. No catalyst specified. The product is [Br:18][C:14]1[CH:13]=[C:12]([C:10](=[O:11])[CH2:9][C:4]2[CH:5]=[CH:6][CH:7]=[CH:2][CH:3]=2)[CH:17]=[CH:16][CH:15]=1. The yield is 0.477. (8) The reactants are [NH2:1][C:2]1[N:6]([C:7]2[CH:8]=[C:9]([CH:16]=[CH:17][C:18]=2[CH3:19])[C:10]([NH:12][CH:13]2[CH2:15][CH2:14]2)=[O:11])[CH:5]=[N:4][C:3]=1[C:20](=O)[C:21]1[CH:26]=[CH:25][CH:24]=[CH:23][CH:22]=1.[NH2:28][C:29](N)=[O:30]. The catalyst is C(O)(=O)C. The product is [CH:13]1([NH:12][C:10](=[O:11])[C:9]2[CH:16]=[CH:17][C:18]([CH3:19])=[C:7]([N:6]3[CH:5]=[N:4][C:3]4[C:2]3=[N:1][C:29]([OH:30])=[N:28][C:20]=4[C:21]3[CH:26]=[CH:25][CH:24]=[CH:23][CH:22]=3)[CH:8]=2)[CH2:15][CH2:14]1. The yield is 0.240. (9) The reactants are [O:1]1[CH2:6][CH2:5][CH2:4][CH2:3][CH:2]1[O:7][C:8]1[CH:9]=[C:10]([CH:21]=[C:22]([O:24][CH:25]2[CH2:30][CH2:29][CH2:28][CH2:27][O:26]2)[CH:23]=1)[C:11](ON1C(=O)CCC1=O)=[O:12].Cl.[NH2:32][CH2:33][C@@H:34]([C:57]([O:59][CH3:60])=[O:58])[NH:35][C:36](=[O:56])[C:37]1[C:42]([Cl:43])=[CH:41][C:40]([C:44]([NH:46][CH2:47][C:48]2[CH:53]=[CH:52][CH:51]=[C:50]([OH:54])[CH:49]=2)=[O:45])=[CH:39][C:38]=1[Cl:55].C(N(CC)CC)C.C(OCC)(=O)C. The catalyst is CN(C)C=O. The product is [O:1]1[CH2:6][CH2:5][CH2:4][CH2:3][CH:2]1[O:7][C:8]1[CH:9]=[C:10]([CH:21]=[C:22]([O:24][CH:25]2[CH2:30][CH2:29][CH2:28][CH2:27][O:26]2)[CH:23]=1)[C:11]([NH:32][CH2:33][C@@H:34]([C:57]([O:59][CH3:60])=[O:58])[NH:35][C:36](=[O:56])[C:37]1[C:42]([Cl:43])=[CH:41][C:40]([C:44]([NH:46][CH2:47][C:48]2[CH:53]=[CH:52][CH:51]=[C:50]([OH:54])[CH:49]=2)=[O:45])=[CH:39][C:38]=1[Cl:55])=[O:12]. The yield is 0.520.